Dataset: Full USPTO retrosynthesis dataset with 1.9M reactions from patents (1976-2016). Task: Predict the reactants needed to synthesize the given product. Given the product [F:23][C:19]1[CH:18]=[C:17]([CH:22]=[CH:21][CH:20]=1)[CH2:16][N:14]1[CH:15]=[C:11]([C:10]2[C:4]3[C:5](=[N:6][CH:7]=[C:2]([C:42]4[CH:43]=[CH:44][C:45]([N:48]5[CH2:53][CH2:52][N:51]([C:54]([O:56][C:57]([CH3:60])([CH3:59])[CH3:58])=[O:55])[CH2:50][CH2:49]5)=[N:46][CH:47]=4)[CH:3]=3)[N:8]([S:24]([C:27]3[CH:28]=[CH:29][C:30]([CH3:31])=[CH:32][CH:33]=3)(=[O:25])=[O:26])[CH:9]=2)[CH:12]=[N:13]1, predict the reactants needed to synthesize it. The reactants are: Br[C:2]1[CH:3]=[C:4]2[C:10]([C:11]3[CH:12]=[N:13][N:14]([CH2:16][C:17]4[CH:22]=[CH:21][CH:20]=[C:19]([F:23])[CH:18]=4)[CH:15]=3)=[CH:9][N:8]([S:24]([C:27]3[CH:33]=[CH:32][C:30]([CH3:31])=[CH:29][CH:28]=3)(=[O:26])=[O:25])[C:5]2=[N:6][CH:7]=1.CC1(C)C(C)(C)OB([C:42]2[CH:43]=[CH:44][C:45]([N:48]3[CH2:53][CH2:52][N:51]([C:54]([O:56][C:57]([CH3:60])([CH3:59])[CH3:58])=[O:55])[CH2:50][CH2:49]3)=[N:46][CH:47]=2)O1.C(=O)([O-])[O-].[Na+].[Na+].